This data is from Catalyst prediction with 721,799 reactions and 888 catalyst types from USPTO. The task is: Predict which catalyst facilitates the given reaction. Reactant: [CH3:1][C:2]1([CH3:27])[O:6][C:5](=[O:7])[N:4]([CH:8]2[CH2:13][CH2:12][N:11](C(OC(C)(C)C)=O)[CH2:10][CH2:9]2)[C@H:3]1[C:21]1[CH:26]=[CH:25][CH:24]=[CH:23][CH:22]=1.FC(F)(F)C(O)=O. Product: [CH3:1][C:2]1([CH3:27])[O:6][C:5](=[O:7])[N:4]([CH:8]2[CH2:9][CH2:10][NH:11][CH2:12][CH2:13]2)[C@H:3]1[C:21]1[CH:26]=[CH:25][CH:24]=[CH:23][CH:22]=1. The catalyst class is: 2.